This data is from Reaction yield outcomes from USPTO patents with 853,638 reactions. The task is: Predict the reaction yield, written as a fraction of the theoretical maximum amount of product (1.0 means a 100% yield; for example, 0.34 means a 34% yield). (1) The reactants are [F:1][C:2]([F:29])([F:28])[C:3]1[N:8]2[N:9]=[CH:10][C:11]([C:12]#[C:13][Si](C)(C)C)=[C:7]2[N:6]=[C:5]([C:18]2[CH:23]=[CH:22][C:21]([C:24]([F:27])([F:26])[F:25])=[CH:20][CH:19]=2)[CH:4]=1.C([O-])([O-])=O.[K+].[K+]. The product is [C:12]([C:11]1[CH:10]=[N:9][N:8]2[C:3]([C:2]([F:1])([F:29])[F:28])=[CH:4][C:5]([C:18]3[CH:23]=[CH:22][C:21]([C:24]([F:27])([F:26])[F:25])=[CH:20][CH:19]=3)=[N:6][C:7]=12)#[CH:13]. The yield is 0.890. The catalyst is C1COCC1.CO.CC(OC)(C)C. (2) The reactants are [Br:1][C:2]1[C:10]2[NH:9][CH:8]=[N:7][C:6]=2[CH:5]=[C:4]([NH2:11])[CH:3]=1. The catalyst is C(O)C(C)C. The product is [Br:1][C:2]1[C:10]2[N:9]=[CH:8][NH:7][C:6]=2[CH:5]=[C:4]([NH:11][C:8]2[NH:9][CH2:10][CH2:6][N:7]=2)[CH:3]=1. The yield is 0.780. (3) The reactants are C(OC([N:8]1[C:12]2[CH:13]=[CH:14][CH:15]=[CH:16][C:11]=2[N:10]=[C:9]1[CH2:17][NH:18][CH:19]1[C:28]2[N:27]=[CH:26][CH:25]=[CH:24][C:23]=2[CH2:22][CH2:21][CH2:20]1)=O)(C)(C)C.C(N(CC)C(C)C)(C)C.Br[CH2:39][C:40]1[CH:47]=[CH:46][C:43]([C:44]#[N:45])=[C:42]([O:48][CH3:49])[CH:41]=1. The catalyst is CC#N. The product is [NH2:45][CH2:44][C:43]1[CH:46]=[CH:47][C:40]([CH2:39][N:18]([CH2:17][C:9]2[NH:10][C:11]3[CH:16]=[CH:15][CH:14]=[CH:13][C:12]=3[N:8]=2)[CH:19]2[C:28]3[N:27]=[CH:26][CH:25]=[CH:24][C:23]=3[CH2:22][CH2:21][CH2:20]2)=[CH:41][C:42]=1[O:48][CH3:49]. The yield is 0.560. (4) The reactants are [CH2:1]([N:3]1[C:7]([OH:8])=[CH:6][C:5]([C:9]2[CH:14]=[CH:13][CH:12]=[CH:11][CH:10]=2)=[N:4]1)[CH3:2].[O:15](S(C(F)(F)F)(=O)=O)[S:16]([C:19]([F:22])([F:21])[F:20])(=O)=[O:17].O. The catalyst is C1COCC1. The product is [CH2:1]([N:3]1[C:7]([O:8][S:16]([C:19]([F:22])([F:21])[F:20])(=[O:17])=[O:15])=[CH:6][C:5]([C:9]2[CH:14]=[CH:13][CH:12]=[CH:11][CH:10]=2)=[N:4]1)[CH3:2]. The yield is 0.530. (5) The reactants are [CH3:1][C:2]1[CH:3]=[CH:4][N:5]2[C:10]=1[C:9](=[O:11])[N:8]([C:12]1[CH:17]=[CH:16][CH:15]=[CH:14][CH:13]=1)[C:7]([C@@H:18]([NH:20][C:21]1[C:22]3[C:29]([C:30]4[CH:35]=[CH:34][C:33]([NH:36][S:37]([CH3:40])(=[O:39])=[O:38])=[CH:32][CH:31]=4)=[CH:28][N:27](COCC[Si](C)(C)C)[C:23]=3[N:24]=[CH:25][N:26]=1)[CH3:19])=[N:6]2.FC(F)(F)C(O)=O.N. No catalyst specified. The product is [CH3:1][C:2]1[CH:3]=[CH:4][N:5]2[C:10]=1[C:9](=[O:11])[N:8]([C:12]1[CH:17]=[CH:16][CH:15]=[CH:14][CH:13]=1)[C:7]([C@@H:18]([NH:20][C:21]1[C:22]3[C:29]([C:30]4[CH:31]=[CH:32][C:33]([NH:36][S:37]([CH3:40])(=[O:39])=[O:38])=[CH:34][CH:35]=4)=[CH:28][NH:27][C:23]=3[N:24]=[CH:25][N:26]=1)[CH3:19])=[N:6]2. The yield is 0.700. (6) The reactants are [CH3:1][S:2][C:3]1[CH:10]=[CH:9][CH:8]=[CH:7][C:4]=1[CH:5]=[O:6].C(OCC)(=[O:13])C. The product is [CH3:1][S:2]([C:3]1[CH:10]=[CH:9][CH:8]=[CH:7][C:4]=1[CH:5]=[O:6])=[O:13]. The yield is 0.890. The catalyst is ClCCl. (7) The reactants are [CH3:1][C:2]1([CH3:12])[O:6][C:5](=[CH:7][C:8](Cl)=[O:9])[C:4](=[O:11])[O:3]1.[F:13][C:14]1[CH:23]=[CH:22][C:17]([CH2:18][NH:19][O:20][CH3:21])=[C:16]([C:24]([F:27])([F:26])[F:25])[CH:15]=1. No catalyst specified. The product is [CH3:1][C:2]1([CH3:12])[O:6][C:5](=[CH:7][C:8]([N:19]([CH2:18][C:17]2[CH:22]=[CH:23][C:14]([F:13])=[CH:15][C:16]=2[C:24]([F:27])([F:25])[F:26])[O:20][CH3:21])=[O:9])[C:4](=[O:11])[O:3]1. The yield is 0.980.